This data is from Hepatocyte clearance measurements from AstraZeneca. The task is: Regression/Classification. Given a drug SMILES string, predict its absorption, distribution, metabolism, or excretion properties. Task type varies by dataset: regression for continuous measurements (e.g., permeability, clearance, half-life) or binary classification for categorical outcomes (e.g., BBB penetration, CYP inhibition). For this dataset (clearance_hepatocyte_az), we predict log10(clearance) (log10 of the in vitro intrinsic clearance, CLint, in uL/min per 10^6 hepatocytes; values are censored to the assay range of 3 to 150, which is 0.477 to 2.18 on this log10 scale). (1) The compound is Cc1cn([C@H]2CCCN([C@H](CC3CCCCC3)c3ccc(C(=O)O)c(Oc4cccc(Cl)c4)c3)C2)c(=O)[nH]c1=O. The log10(clearance) is 1.63. (2) The log10(clearance) is 1.38. The drug is Cc1cccc2c(CCNCc3cccc(CCNC[C@H](O)c4ccc(O)c5[nH]c(=O)sc45)c3)c[nH]c12. (3) The compound is C[C@@H](C(=O)NCCN1CCCC1)c1ccc(OS(=O)(=O)C(F)(F)F)cc1. The log10(clearance) is 0.780.